The task is: Binary Classification. Given a miRNA mature sequence and a target amino acid sequence, predict their likelihood of interaction.. This data is from Experimentally validated miRNA-target interactions with 360,000+ pairs, plus equal number of negative samples. (1) The miRNA is hsa-miR-6867-3p with sequence CUCUCCCUCUUUACCCACUAG. The protein sequence of the target gene is MAPNASCLCVHVRSEEWDLMTFDANPYDSVKKIKEHVRSKTKVPVQDQVLLLGSKILKPRRSLSSYGIDKEKTIHLTLKVVKPSDEELPLFLVESGDEAKRHLLQVRRSSSVAQVKAMIETKTGIIPETQIVTCNGKRLEDGKMMADYGIRKGNLLFLACYCIGG. Result: 1 (interaction). (2) The miRNA is hsa-miR-6873-5p with sequence CAGAGGGAAUACAGAGGGCAAU. The protein sequence of the target gene is MGCRQSSEEKEAARRSRRIDRHLRSESQRQRREIKLLLLGTSNSGKSTIVKQMKIIHSGGFNLDACKEYKPLIIYNAIDSLTRIIRALAALKIDFHNPDRAYDAVQLFALTGPAESKGEITPELLGVMRRLWADPGAQACFGRSSEYHLEDNAAYYLNDLERIAAPDYIPTVEDILRSRDMTTGIVENKFTFKELTFKMVDVGGQRSERKKWIHCFEGVTAIIFCVELSGYDLKLYEDNQTSRMAESLRLFDSICNNNWFINTSLILFLNKKDLLAEKIRRIPLSVCFPEYKGQNTYEEA.... Result: 0 (no interaction). (3) The miRNA is mmu-miR-100-5p with sequence AACCCGUAGAUCCGAACUUGUG. The protein sequence of the target gene is MSSKTASTNSIAQARRTVQQLRLEASIERIKVSKASADLMSYCEEHARSDPLLMGIPTSENPFKDKKTCIIL. Result: 0 (no interaction).